The task is: Predict the reaction yield, written as a fraction of the theoretical maximum amount of product (1.0 means a 100% yield; for example, 0.34 means a 34% yield).. This data is from Reaction yield outcomes from USPTO patents with 853,638 reactions. (1) The reactants are [CH3:1][C:2]1([CH3:35])[O:7][CH2:6][C:5]([N+:32]([O-:34])=[O:33])([C:8]2[CH:17]=[CH:16][C:15]3[C:10](=[CH:11][CH:12]=[C:13]([O:18][C:19]4[CH:24]=[CH:23][C:22]([O:25]C5C=CC=CC=5)=[CH:21][CH:20]=4)[CH:14]=3)[CH:9]=2)[CH2:4][O:3]1.[CH2:36](OC1C=CC(O)=CC=1)[C:37]1[CH:42]=[CH:41][CH:40]=[CH:39][CH:38]=1. No catalyst specified. The product is [CH2:36]([O:25][C:22]1[CH:23]=[CH:24][C:19]([O:18][C:13]2[CH:14]=[C:15]3[C:10](=[CH:11][CH:12]=2)[CH:9]=[C:8]([C:5]2([N+:32]([O-:34])=[O:33])[CH2:6][O:7][C:2]([CH3:35])([CH3:1])[O:3][CH2:4]2)[CH:17]=[CH:16]3)=[CH:20][CH:21]=1)[C:37]1[CH:42]=[CH:41][CH:40]=[CH:39][CH:38]=1. The yield is 0.410. (2) The reactants are [O:1]1[CH2:6][CH2:5][N:4]([CH2:7][CH2:8][O:9][C:10]2[CH:15]=[CH:14][C:13]([C:16]3[CH:17]=[CH:18][C:19]([CH2:22][C:23]#N)=[N:20][CH:21]=3)=[CH:12][CH:11]=2)[CH2:3][CH2:2]1.OS(O)(=O)=O.[O-:30]S([O-])(=O)=O.[Mg+2].[C:36]([O-])([O-])=[O:37].[K+].[K+]. The catalyst is O.C(Cl)Cl.CO. The product is [O:1]1[CH2:6][CH2:5][N:4]([CH2:7][CH2:8][O:9][C:10]2[CH:15]=[CH:14][C:13]([C:16]3[CH:17]=[CH:18][C:19]([CH2:22][C:23]([O:37][CH3:36])=[O:30])=[N:20][CH:21]=3)=[CH:12][CH:11]=2)[CH2:3][CH2:2]1. The yield is 0.820.